Dataset: Full USPTO retrosynthesis dataset with 1.9M reactions from patents (1976-2016). Task: Predict the reactants needed to synthesize the given product. (1) Given the product [CH2:18]([O:22][C:11]1[CH:16]=[C:15]([O:7][CH:5]([CH3:6])[C:4]([Cl:9])([Cl:3])[CH3:8])[N:14]=[CH:13][N:12]=1)[C:19]#[C:20][CH3:21], predict the reactants needed to synthesize it. The reactants are: [H-].[Na+].[Cl:3][C:4]([Cl:9])([CH3:8])[CH:5]([OH:7])[CH3:6].Cl[C:11]1[CH:16]=[C:15](Cl)[N:14]=[CH:13][N:12]=1.[CH2:18]([OH:22])[C:19]#[C:20][CH3:21].[Cl-].[NH4+]. (2) Given the product [C:18]([Si:5]([C:12]1[CH:17]=[CH:16][CH:15]=[CH:14][CH:13]=1)([C:6]1[CH:7]=[CH:8][CH:9]=[CH:10][CH:11]=1)[O:4][CH2:1][C:2]#[CH:3])([CH3:21])([CH3:19])[CH3:20], predict the reactants needed to synthesize it. The reactants are: [CH2:1]([OH:4])[C:2]#[CH:3].[Si:5](Cl)([C:18]([CH3:21])([CH3:20])[CH3:19])([C:12]1[CH:17]=[CH:16][CH:15]=[CH:14][CH:13]=1)[C:6]1[CH:11]=[CH:10][CH:9]=[CH:8][CH:7]=1.N1C=CN=C1. (3) Given the product [BrH:31].[BrH:31].[NH:20]1[CH2:21][CH:18]([NH:17][C:4]2[C:3](=[O:2])[NH:8][CH:7]=[C:6]([C:9]3[CH:14]=[CH:13][N:12]=[C:11]([NH:15][CH3:16])[CH:10]=3)[CH:5]=2)[CH2:19]1, predict the reactants needed to synthesize it. The reactants are: C[O:2][C:3]1[N:8]=[CH:7][C:6]([C:9]2[CH:14]=[CH:13][N:12]=[C:11]([NH:15][CH3:16])[CH:10]=2)=[CH:5][C:4]=1[NH:17][CH:18]1[CH2:21][N:20](C(OC(C)(C)C)=O)[CH2:19]1.CO.[BrH:31]. (4) Given the product [CH2:55]([O:62][C:63]1[CH:64]=[CH:65][C:66]([C@@H:74]([O:77][Si:78]([C:81]([CH3:82])([CH3:84])[CH3:83])([CH3:80])[CH3:79])[CH2:75][NH:1][CH2:2][C:3]2([OH:20])[CH2:4][CH2:5][N:6]([CH2:9][CH2:10][CH2:11][CH2:12][O:13][C:14]3[CH:15]=[CH:16][CH:17]=[CH:18][CH:19]=3)[CH2:7][CH2:8]2)=[C:67]2[C:72]=1[NH:71][C:70](=[O:73])[CH:69]=[CH:68]2)[C:56]1[CH:57]=[CH:58][CH:59]=[CH:60][CH:61]=1, predict the reactants needed to synthesize it. The reactants are: [NH2:1][CH2:2][C:3]1([OH:20])[CH2:8][CH2:7][N:6]([CH2:9][CH2:10][CH2:11][CH2:12][O:13][C:14]2[CH:19]=[CH:18][CH:17]=[CH:16][CH:15]=2)[CH2:5][CH2:4]1.OC1C=CC([C@@H](O)CN[C@H]2CC[C@H](NCCOCCC3C=CC=CC=3)CC2)=C2C=1NC(=O)C=C2.[CH2:55]([O:62][C:63]1[CH:64]=[CH:65][C:66]([C@@H:74]([O:77][Si:78]([C:81]([CH3:84])([CH3:83])[CH3:82])([CH3:80])[CH3:79])[CH2:75]Br)=[C:67]2[C:72]=1[NH:71][C:70](=[O:73])[CH:69]=[CH:68]2)[C:56]1[CH:61]=[CH:60][CH:59]=[CH:58][CH:57]=1.C(=O)([O-])[O-].[K+].[K+].[I-].[Na+]. (5) Given the product [Cl:1][C:2]1[CH:3]=[CH:4][C:5]([S:8]([C:11]2([C:18]3[CH:23]=[C:22]([F:24])[CH:21]=[CH:20][C:19]=3[F:25])[CH2:16][CH2:15][C:14](=[O:17])[CH:13]([CH2:41][O:40][CH2:39][CH2:38][Si:37]([CH3:44])([CH3:43])[CH3:36])[CH2:12]2)(=[O:9])=[O:10])=[CH:6][CH:7]=1, predict the reactants needed to synthesize it. The reactants are: [Cl:1][C:2]1[CH:7]=[CH:6][C:5]([S:8]([C:11]2([C:18]3[CH:23]=[C:22]([F:24])[CH:21]=[CH:20][C:19]=3[F:25])[CH2:16][CH2:15][C:14](=[O:17])[CH2:13][CH2:12]2)(=[O:10])=[O:9])=[CH:4][CH:3]=1.C[Si](C)(C)[N-][Si](C)(C)C.[Li+].[CH3:36][Si:37]([CH3:44])([CH3:43])[CH2:38][CH2:39][O:40][CH2:41]Cl.